This data is from Reaction yield outcomes from USPTO patents with 853,638 reactions. The task is: Predict the reaction yield, written as a fraction of the theoretical maximum amount of product (1.0 means a 100% yield; for example, 0.34 means a 34% yield). (1) The reactants are [NH:1]1[CH:9]=[C:7]([NH2:8])[C:5](=[O:6])[NH:4][C:2]1=[O:3].[Cl:10][C:11]1[CH:18]=[CH:17][C:14]([CH2:15]Br)=[CH:13][CH:12]=1.[H-].[Na+].C(OCC)(=O)C. The catalyst is CS(C)=O. The product is [Cl:10][C:11]1[CH:18]=[CH:17][C:14]([CH2:15][N:4]2[C:5](=[O:6])[C:7]([CH3:9])=[N:8][NH:1][C:2]2=[O:3])=[CH:13][CH:12]=1. The yield is 0.840. (2) The reactants are [NH2:1][C:2]1[CH:10]=[C:9]([O:11][CH3:12])[CH:8]=[C:7]([O:13][CH3:14])[C:3]=1[C:4]([NH2:6])=[O:5].[OH:15][CH2:16][CH2:17][O:18][C:19]1[C:26]([CH3:27])=[CH:25][C:22]([CH:23]=O)=[CH:21][C:20]=1[CH3:28].OS([O-])=O.[Na+].CC1C=CC(S(O)(=O)=O)=CC=1. The catalyst is CN(C)C(=O)C. The product is [OH:15][CH2:16][CH2:17][O:18][C:19]1[C:26]([CH3:27])=[CH:25][C:22]([C:23]2[NH:6][C:4](=[O:5])[C:3]3[C:2](=[CH:10][C:9]([O:11][CH3:12])=[CH:8][C:7]=3[O:13][CH3:14])[N:1]=2)=[CH:21][C:20]=1[CH3:28]. The yield is 0.520. (3) The product is [C:6]([C:8]([NH2:12])([OH:11])[CH2:9][CH3:10])([O:5][C:1]([CH3:2])([CH3:4])[CH3:3])=[O:7].[CH3:18][C:19]([NH:21][C:22]1[CH:27]=[CH:26][C:25]([CH2:28][C:29]([OH:31])=[O:30])=[CH:24][CH:23]=1)=[O:20]. The reactants are [C:1]([O:5][C:6]([C:8]([NH2:12])([OH:11])[CH2:9][CH3:10])=[O:7])([CH3:4])([CH3:3])[CH3:2].CN(C=O)C.[CH3:18][C:19]([NH:21][C:22]1[CH:23]=[CH:24][C:25]([CH2:28][C:29]([OH:31])=[O:30])=[CH:26][CH:27]=1)=[O:20].CCN=C=NCCCN(C)C.Cl. The catalyst is ClCCl.CN(C1C=CN=CC=1)C.C(OCC)(=O)C. The yield is 0.830. (4) The reactants are [CH3:1][C:2]1([CH3:24])[C:6]([CH3:8])([CH3:7])[O:5][B:4]([C:9]2[CH:23]=[CH:22][C:12]([O:13][CH2:14][CH2:15][CH2:16][C:17]([O:19]CC)=[O:18])=[CH:11][CH:10]=2)[O:3]1.[OH-].[Li+].Cl. The catalyst is C(O)C. The product is [CH3:7][C:6]1([CH3:8])[C:2]([CH3:1])([CH3:24])[O:3][B:4]([C:9]2[CH:23]=[CH:22][C:12]([O:13][CH2:14][CH2:15][CH2:16][C:17]([OH:19])=[O:18])=[CH:11][CH:10]=2)[O:5]1. The yield is 0.960. (5) The reactants are [O:1]=[C:2]1[N:6]([C:7]2[CH:14]=[CH:13][C:10]([C:11]#[N:12])=[C:9]([C:15]([F:18])([F:17])[F:16])[CH:8]=2)[C@@H:5]2[CH2:19][CH2:20][CH2:21][CH2:22][C@H:4]2[NH:3]1.[Cl:23][C:24]1[CH:29]=[C:28](I)[CH:27]=[C:26]([Cl:31])[CH:25]=1. No catalyst specified. The product is [Cl:23][C:24]1[CH:29]=[C:28]([N:3]2[C@@H:4]3[CH2:22][CH2:21][CH2:20][CH2:19][C@H:5]3[N:6]([C:7]3[CH:14]=[CH:13][C:10]([C:11]#[N:12])=[C:9]([C:15]([F:18])([F:16])[F:17])[CH:8]=3)[C:2]2=[O:1])[CH:27]=[C:26]([Cl:31])[CH:25]=1. The yield is 0.270. (6) The reactants are [Cl:1][C:2]1[N:7]=[C:6]([C:8]2[S:12][C:11]([N:13]3[CH2:18][CH2:17][O:16][CH2:15][CH2:14]3)=[N:10][C:9]=2[C:19]2[C:20]([F:26])=[C:21]([CH:23]=[CH:24][CH:25]=2)[NH2:22])[CH:5]=[CH:4][N:3]=1.[N:27]1[CH:32]=[CH:31][CH:30]=[C:29]([S:33](Cl)(=[O:35])=[O:34])[CH:28]=1. The catalyst is N1C=CC=CC=1. The product is [Cl:1][C:2]1[N:7]=[C:6]([C:8]2[S:12][C:11]([N:13]3[CH2:14][CH2:15][O:16][CH2:17][CH2:18]3)=[N:10][C:9]=2[C:19]2[C:20]([F:26])=[C:21]([NH:22][S:33]([C:29]3[CH:28]=[N:27][CH:32]=[CH:31][CH:30]=3)(=[O:35])=[O:34])[CH:23]=[CH:24][CH:25]=2)[CH:5]=[CH:4][N:3]=1. The yield is 0.715. (7) The reactants are [F:1][C:2]1[CH:7]=[C:6]([O:8][C:9]2[CH:14]=[CH:13][CH:12]=[CH:11][CH:10]=2)[CH:5]=[CH:4][C:3]=1[C:15]1[C:23]2[C:18](=[N:19][CH:20]=[N:21][C:22]=2[NH2:24])[N:17]([CH2:25][C@H:26]2[CH2:30][CH2:29][CH2:28][NH:27]2)[N:16]=1.[C:31]([CH2:33][C:34](O)=[O:35])#[N:32].CN(C(ON1N=NC2C=CC=NC1=2)=[N+](C)C)C.F[P-](F)(F)(F)(F)F.C(N(CC)CC)C. The catalyst is O.CN(C)C=O. The product is [NH2:24][C:22]1[N:21]=[CH:20][N:19]=[C:18]2[N:17]([CH2:25][C@H:26]3[CH2:30][CH2:29][CH2:28][N:27]3[C:34](=[O:35])[CH2:33][C:31]#[N:32])[N:16]=[C:15]([C:3]3[CH:4]=[CH:5][C:6]([O:8][C:9]4[CH:10]=[CH:11][CH:12]=[CH:13][CH:14]=4)=[CH:7][C:2]=3[F:1])[C:23]=12. The yield is 0.620.